This data is from Forward reaction prediction with 1.9M reactions from USPTO patents (1976-2016). The task is: Predict the product of the given reaction. (1) The product is: [CH2:34]([O:36][C:37](=[O:59])[CH2:38][C:39]1([CH2:42][CH2:43][CH:44](/[CH:57]=[CH:10]/[C:9]2[CH:30]=[CH:31][CH:32]=[CH:33][C:8]=2[OH:7])[CH2:45][CH2:46][C:47]2[CH:56]=[CH:55][C:50]([C:51]([O:53][CH3:54])=[O:52])=[CH:49][CH:48]=2)[CH2:41][CH2:40]1)[CH3:35]. Given the reactants C([Li])CCC.[Br-].[OH:7][C:8]1[CH:33]=[CH:32][CH:31]=[CH:30][C:9]=1[CH2:10][P+](C1C=CC=CC=1)(C1C=CC=CC=1)C1C=CC=CC=1.[CH2:34]([O:36][C:37](=[O:59])[CH2:38][C:39]1([CH2:42][CH2:43][CH:44]([CH:57]=O)[CH2:45][CH2:46][C:47]2[CH:56]=[CH:55][C:50]([C:51]([O:53][CH3:54])=[O:52])=[CH:49][CH:48]=2)[CH2:41][CH2:40]1)[CH3:35].[Cl-].[NH4+], predict the reaction product. (2) Given the reactants [CH2:1]([C:3]1[CH:8]=[C:7]([C:9]2[CH:10]=[N:11][N:12](CC3C=CC(OC)=CC=3)[CH:13]=2)[CH:6]=[CH:5][C:4]=1[N:23]([CH3:34])[C:24]1[N:29]=[CH:28][C:27]2[N:30]=[CH:31][N:32]([CH3:33])[C:26]=2[CH:25]=1)[CH3:2], predict the reaction product. The product is: [CH2:1]([C:3]1[CH:8]=[C:7]([C:9]2[CH:13]=[N:12][NH:11][CH:10]=2)[CH:6]=[CH:5][C:4]=1[N:23]([CH3:34])[C:24]1[N:29]=[CH:28][C:27]2[N:30]=[CH:31][N:32]([CH3:33])[C:26]=2[CH:25]=1)[CH3:2].